From a dataset of Forward reaction prediction with 1.9M reactions from USPTO patents (1976-2016). Predict the product of the given reaction. Given the reactants Cl[N:2]1[C:6](=O)[CH2:5][CH2:4]C1=O.[F:9][C:10]1[C:18]([I:19])=[C:17]([CH3:20])[CH:16]=[CH:15][C:11]=1[CH:12]=[N:13][OH:14].C1(N)CC1, predict the reaction product. The product is: [CH:6]1([NH:2][C:12]([C:11]2[CH:15]=[CH:16][C:17]([CH3:20])=[C:18]([I:19])[C:10]=2[F:9])=[N:13][OH:14])[CH2:4][CH2:5]1.